From a dataset of Forward reaction prediction with 1.9M reactions from USPTO patents (1976-2016). Predict the product of the given reaction. (1) The product is: [CH3:19][CH:20]1[CH2:24][CH2:23][CH2:22][N:21]1[CH2:1][C:3]1[CH:8]=[CH:7][C:6]([CH2:9][CH2:10][NH:11][C:12](=[O:18])[O:13][C:14]([CH3:17])([CH3:16])[CH3:15])=[CH:5][CH:4]=1. Given the reactants [CH:1]([C:3]1[CH:8]=[CH:7][C:6]([CH2:9][CH2:10][NH:11][C:12](=[O:18])[O:13][C:14]([CH3:17])([CH3:16])[CH3:15])=[CH:5][CH:4]=1)=O.[CH3:19][CH:20]1[CH2:24][CH2:23][CH2:22][NH:21]1.C(O)(=O)C.C(O[BH-](OC(=O)C)OC(=O)C)(=O)C.[Na+].C(=O)([O-])O.[Na+], predict the reaction product. (2) Given the reactants [NH:1]1CCCC[CH2:2]1.[NH2:7][C:8]1[CH:16]=[C:15]([O:17][CH3:18])[C:14]([OH:19])=[CH:13][C:9]=1[C:10](O)=[O:11].N1C=CC=NN=1, predict the reaction product. The product is: [CH3:18][O:17][C:15]1[CH:16]=[C:8]2[C:9]([C:10]([OH:11])=[N:1][CH:2]=[N:7]2)=[CH:13][C:14]=1[OH:19].